This data is from Forward reaction prediction with 1.9M reactions from USPTO patents (1976-2016). The task is: Predict the product of the given reaction. (1) Given the reactants Br[C:2]1[CH:11]=[CH:10][C:9]([CH3:12])=[CH:8][C:3]=1[C:4]([O:6][CH3:7])=[O:5].[N:13]1[CH:18]=[CH:17][C:16](B(O)O)=[CH:15][CH:14]=1.C(=O)([O-])[O-].[Na+].[Na+].O, predict the reaction product. The product is: [CH3:12][C:9]1[CH:10]=[CH:11][C:2]([C:16]2[CH:17]=[CH:18][N:13]=[CH:14][CH:15]=2)=[C:3]([CH:8]=1)[C:4]([O:6][CH3:7])=[O:5]. (2) Given the reactants [Cl:1][C:2]1[CH:7]=[CH:6][C:5]([CH:8]2[CH2:13][CH2:12][CH:11]([NH:14]C(=O)OC(C)(C)C)[CH2:10][CH2:9]2)=[CH:4][CH:3]=1.FC(F)(F)C(O)=O, predict the reaction product. The product is: [Cl:1][C:2]1[CH:3]=[CH:4][C:5]([CH:8]2[CH2:13][CH2:12][CH:11]([NH2:14])[CH2:10][CH2:9]2)=[CH:6][CH:7]=1. (3) Given the reactants I[C:2]1[C:10]2[C:5](=[CH:6][CH:7]=[C:8]([C:11]([N:13]([CH3:15])[CH3:14])=[O:12])[CH:9]=2)[N:4]([CH:16]2[CH2:21][CH2:20][CH2:19][CH2:18][O:17]2)[N:3]=1.[Cl:22][C:23]1[N:28]=[C:27]([Sn](CCCC)(CCCC)CCCC)[CH:26]=[CH:25][N:24]=1, predict the reaction product. The product is: [Cl:22][C:23]1[N:28]=[C:27]([C:2]2[C:10]3[C:5](=[CH:6][CH:7]=[C:8]([C:11]([N:13]([CH3:15])[CH3:14])=[O:12])[CH:9]=3)[N:4]([CH:16]3[CH2:21][CH2:20][CH2:19][CH2:18][O:17]3)[N:3]=2)[CH:26]=[CH:25][N:24]=1. (4) Given the reactants [C:1]([O:5][C:6]([N:8]1[C:12]2=[CH:13][N:14]=[C:15]([O:17]C)[CH:16]=[C:11]2[CH2:10][CH2:9]1)=[O:7])([CH3:4])([CH3:3])[CH3:2].[CH2:19](Br)[C:20]1[CH:25]=[CH:24][CH:23]=[CH:22][CH:21]=1.[I-].[Na+].S([O-])([O-])(=O)=S.[Na+].[Na+], predict the reaction product. The product is: [C:1]([O:5][C:6]([N:8]1[C:12]2=[CH:13][N:14]([CH2:19][C:20]3[CH:25]=[CH:24][CH:23]=[CH:22][CH:21]=3)[C:15](=[O:17])[CH:16]=[C:11]2[CH2:10][CH2:9]1)=[O:7])([CH3:2])([CH3:3])[CH3:4]. (5) Given the reactants [F:1][C:2]1[CH:7]=[CH:6][C:5]([C:8]2[CH:12]=[CH:11][NH:10][CH:9]=2)=[CH:4][CH:3]=1.[H-].[Na+].[CH2:15]([O:22][C:23]1[C:24]([C:35]([O-:37])=[O:36])=[N:25][C:26]([CH2:33]Cl)=[N:27][C:28]=1[O:29][CH2:30][O:31][CH3:32])[C:16]1[CH:21]=[CH:20][CH:19]=[CH:18][CH:17]=1.[Cl-].[NH4+], predict the reaction product. The product is: [CH2:15]([O:22][C:23]1[C:24]([C:35]([O:37][C:5]([CH3:8])([CH3:6])[CH3:4])=[O:36])=[N:25][C:26]([CH2:33][N:10]2[CH:11]=[CH:12][C:8]([C:5]3[CH:4]=[CH:3][C:2]([F:1])=[CH:7][CH:6]=3)=[CH:9]2)=[N:27][C:28]=1[O:29][CH2:30][O:31][CH3:32])[C:16]1[CH:21]=[CH:20][CH:19]=[CH:18][CH:17]=1.